From a dataset of Reaction yield outcomes from USPTO patents with 853,638 reactions. Predict the reaction yield, written as a fraction of the theoretical maximum amount of product (1.0 means a 100% yield; for example, 0.34 means a 34% yield). The reactants are [N+:1]([C:4]1[CH:12]=[CH:11][C:7]([C:8]([OH:10])=[O:9])=[CH:6][C:5]=1[C:13]([OH:15])=[O:14])([O-])=O. The catalyst is CO.[Pd]. The product is [NH2:1][C:4]1[CH:12]=[CH:11][C:7]([C:8]([OH:10])=[O:9])=[CH:6][C:5]=1[C:13]([OH:15])=[O:14]. The yield is 0.870.